The task is: Predict the reactants needed to synthesize the given product.. This data is from Full USPTO retrosynthesis dataset with 1.9M reactions from patents (1976-2016). (1) Given the product [N:25]12[CH2:30][CH2:29][CH:28]([CH2:27][CH2:26]1)[CH:23]([NH:22][C:17]([C:16]1[C:10]3[O:9][C:8]([C:5]4[CH:4]=[CH:3][C:2]([Cl:1])=[CH:7][CH:6]=4)=[N:12][C:11]=3[CH:13]=[CH:14][CH:15]=1)=[O:19])[CH2:24]2, predict the reactants needed to synthesize it. The reactants are: [Cl:1][C:2]1[CH:7]=[CH:6][C:5]([C:8]2[O:9][C:10]3[C:16]([C:17]([OH:19])=O)=[CH:15][CH:14]=[CH:13][C:11]=3[N:12]=2)=[CH:4][CH:3]=1.Cl.Cl.[NH2:22][CH:23]1[CH:28]2[CH2:29][CH2:30][N:25]([CH2:26][CH2:27]2)[CH2:24]1. (2) Given the product [C:26]1([C:31]([O:10][C:9]2[C:8]([F:11])=[C:7]([C:12]3[CH:13]=[CH:14][CH:15]=[CH:16][CH:17]=3)[C:6]([CH3:18])=[C:3]([C:4]#[N:5])[C:2]=2[NH2:1])=[O:32])[CH2:30][CH2:29][CH2:28][CH:27]=1, predict the reactants needed to synthesize it. The reactants are: [NH2:1][C:2]1[C:9]([OH:10])=[C:8]([F:11])[C:7]([C:12]2[CH:17]=[CH:16][CH:15]=[CH:14][CH:13]=2)=[C:6]([CH3:18])[C:3]=1[C:4]#[N:5].C(N(CC)CC)C.[C:26]1([C:31](Cl)=[O:32])[CH2:30][CH2:29][CH2:28][CH:27]=1.C(O)(=O)CC(CC(O)=O)(C(O)=O)O. (3) Given the product [CH3:29][O:28][C:26]1[CH:25]=[C:22]([CH:21]=[C:20]([O:19][CH3:18])[CH:27]=1)[CH2:23][NH:1][C@@H:2]([CH3:17])[C@@H:3]([C:5]1[CH:6]=[CH:7][C:8]([OH:16])=[C:9]([NH:11][S:12]([CH3:15])(=[O:14])=[O:13])[CH:10]=1)[OH:4], predict the reactants needed to synthesize it. The reactants are: [NH2:1][C@@H:2]([CH3:17])[C@@H:3]([C:5]1[CH:6]=[CH:7][C:8]([OH:16])=[C:9]([NH:11][S:12]([CH3:15])(=[O:14])=[O:13])[CH:10]=1)[OH:4].[CH3:18][O:19][C:20]1[CH:21]=[C:22]([CH:25]=[C:26]([O:28][CH3:29])[CH:27]=1)[CH:23]=O. (4) The reactants are: [Cl:1][C:2]1[C:3]([C:10]([OH:12])=[O:11])=[N:4][NH:5][C:6]=1[N+:7]([O-])=O. Given the product [NH2:7][C:6]1[NH:5][N:4]=[C:3]([C:10]([OH:12])=[O:11])[C:2]=1[Cl:1], predict the reactants needed to synthesize it. (5) Given the product [CH:23]([NH:22][C:4]1[C:5]([CH3:21])=[C:6]([CH:20]=[C:2]([C:31]2[S:30][C:29]([O:28][CH3:27])=[N:33][CH:32]=2)[CH:3]=1)[C:7]([NH:9][CH2:10][C:11]1[C:12](=[O:19])[NH:13][C:14]([CH3:18])=[CH:15][C:16]=1[CH3:17])=[O:8])([CH2:25][CH3:26])[CH3:24], predict the reactants needed to synthesize it. The reactants are: Br[C:2]1[CH:3]=[C:4]([NH:22][CH:23]([CH2:25][CH3:26])[CH3:24])[C:5]([CH3:21])=[C:6]([CH:20]=1)[C:7]([NH:9][CH2:10][C:11]1[C:12](=[O:19])[NH:13][C:14]([CH3:18])=[CH:15][C:16]=1[CH3:17])=[O:8].[CH3:27][O:28][C:29]1[S:30][C:31]([Sn](CCCC)(CCCC)CCCC)=[CH:32][N:33]=1. (6) Given the product [C:7]([C:6]1[S:5][C:4]([NH:14][CH:15]2[CH2:20][CH2:19][CH2:18][N:17]([C:21]([O:23][C:24]([CH3:27])([CH3:26])[CH3:25])=[O:22])[CH2:16]2)=[N:3][C:2]=1[NH2:1])(=[O:9])[CH3:8], predict the reactants needed to synthesize it. The reactants are: [NH2:1][C:2]1[N:3]=[C:4](S(C)(=O)=O)[S:5][C:6]=1[C:7](=[O:9])[CH3:8].[NH2:14][CH:15]1[CH2:20][CH2:19][CH2:18][N:17]([C:21]([O:23][C:24]([CH3:27])([CH3:26])[CH3:25])=[O:22])[CH2:16]1.C(N(CC)C(C)C)(C)C. (7) Given the product [F:29][CH2:28][CH2:27][N:1]1[CH2:4][CH:3]([CH2:5][O:6][C:7]2[CH:16]=[C:15]3[C:10]([CH:11]([C:18]4[CH:19]=[CH:20][C:21]([S:24][CH3:25])=[CH:22][CH:23]=4)[CH2:12][N:13]([CH3:17])[CH2:14]3)=[CH:9][CH:8]=2)[CH2:2]1, predict the reactants needed to synthesize it. The reactants are: [NH:1]1[CH2:4][CH:3]([CH2:5][O:6][C:7]2[CH:16]=[C:15]3[C:10]([CH:11]([C:18]4[CH:23]=[CH:22][C:21]([S:24][CH3:25])=[CH:20][CH:19]=4)[CH2:12][N:13]([CH3:17])[CH2:14]3)=[CH:9][CH:8]=2)[CH2:2]1.Br[CH2:27][CH2:28][F:29].C([O-])([O-])=O.[K+].[K+]. (8) The reactants are: [Cl:1][C:2]1[N:3]=[C:4]2[CH:12]=[CH:11][N:10]=[CH:9][C:5]2=[N:6][C:7]=1Cl.[C:13]1([S:19]([NH2:22])(=[O:21])=[O:20])[CH:18]=[CH:17][CH:16]=[CH:15][CH:14]=1.C([O-])([O-])=O.[K+].[K+].O. Given the product [Cl:1][C:2]1[N:3]=[C:4]2[CH:12]=[CH:11][N:10]=[CH:9][C:5]2=[N:6][C:7]=1[NH:22][S:19]([C:13]1[CH:18]=[CH:17][CH:16]=[CH:15][CH:14]=1)(=[O:21])=[O:20], predict the reactants needed to synthesize it. (9) Given the product [Br:1][C:2]1[CH:7]=[CH:6][C:5]([S:8]([N:11]2[CH2:18][CH2:17][C:14]([CH2:15][NH:29][C:26]3([CH2:25][O:24][Si:23]([C:20]([CH3:22])([CH3:21])[CH3:19])([CH3:30])[CH3:31])[CH2:28][CH2:27]3)([OH:16])[CH2:13][CH2:12]2)(=[O:10])=[O:9])=[CH:4][CH:3]=1, predict the reactants needed to synthesize it. The reactants are: [Br:1][C:2]1[CH:7]=[CH:6][C:5]([S:8]([N:11]2[CH2:18][CH2:17][C:14]3([O:16][CH2:15]3)[CH2:13][CH2:12]2)(=[O:10])=[O:9])=[CH:4][CH:3]=1.[CH3:19][C:20]([Si:23]([CH3:31])([CH3:30])[O:24][CH2:25][C:26]1([NH2:29])[CH2:28][CH2:27]1)([CH3:22])[CH3:21].